From a dataset of Reaction yield outcomes from USPTO patents with 853,638 reactions. Predict the reaction yield, written as a fraction of the theoretical maximum amount of product (1.0 means a 100% yield; for example, 0.34 means a 34% yield). (1) The reactants are [C:1]([CH:3]([Na])[C:4](=[O:6])[CH3:5])#[N:2].Br[CH2:9][C:10]1[CH:15]=[CH:14][CH:13]=[C:12]([Cl:16])[C:11]=1[Cl:17]. The catalyst is CN(C=O)C.[Cl-].[NH4+]. The product is [Cl:17][C:11]1[C:12]([Cl:16])=[CH:13][CH:14]=[CH:15][C:10]=1[CH2:9][CH:3]([C:4](=[O:6])[CH3:5])[C:1]#[N:2]. The yield is 1.00. (2) The catalyst is CN1CCCC1=O. The reactants are [Br:1][CH2:2][CH2:3][CH2:4][CH2:5][CH2:6][CH2:7][CH2:8][CH2:9][CH2:10]Br.[C:12]1([P:18]([C:25]2[CH:30]=[CH:29][CH:28]=[CH:27][CH:26]=2)[C:19]2[CH:24]=[CH:23][CH:22]=[CH:21][CH:20]=2)[CH:17]=[CH:16][CH:15]=[CH:14][CH:13]=1.C(O[CH2:35][CH3:36])(=O)C. The yield is 0.900. The product is [Br-:1].[Br-:1].[C:25]1([P+:18]([C:12]2[CH:13]=[CH:14][CH:15]=[CH:16][CH:17]=2)([C:19]2[CH:24]=[CH:23][CH:22]=[CH:21][CH:20]=2)[CH2:2][CH2:3][CH2:4][CH2:5][CH2:6][CH2:7][CH2:8][CH2:9][CH2:10][P+:18]([C:36]2[CH:35]=[CH:30][CH:25]=[CH:26][CH:27]=2)([C:19]2[CH:20]=[CH:21][CH:22]=[CH:23][CH:24]=2)[C:12]2[CH:17]=[CH:16][CH:15]=[CH:14][CH:13]=2)[CH:26]=[CH:27][CH:28]=[CH:29][CH:30]=1. (3) The reactants are [O:1]=[C:2]1[N:7]([CH2:8][C:9]([OH:11])=O)[N:6]=[N:5][C:4]2[CH:12]=[CH:13][CH:14]=[CH:15][C:3]1=2.[C:16]1([C@@H:22]([CH3:25])[CH2:23][NH2:24])[CH:21]=[CH:20][CH:19]=[CH:18][CH:17]=1. No catalyst specified. The product is [O:1]=[C:2]1[N:7]([CH2:8][C:9]([NH:24][CH2:23][C@@H:22]([C:16]2[CH:21]=[CH:20][CH:19]=[CH:18][CH:17]=2)[CH3:25])=[O:11])[N:6]=[N:5][C:4]2[CH:12]=[CH:13][CH:14]=[CH:15][C:3]1=2. The yield is 0.560. (4) The yield is 0.600. The reactants are [CH3:1][C:2]1([CH3:14])[CH2:11][C:10]2[NH:9][C:8](=O)[CH:7]=[CH:6][C:5]=2[C:4](=[O:13])[CH2:3]1.P(Cl)(Cl)([Cl:17])=O. No catalyst specified. The product is [Cl:17][C:8]1[CH:7]=[CH:6][C:5]2[C:4](=[O:13])[CH2:3][C:2]([CH3:14])([CH3:1])[CH2:11][C:10]=2[N:9]=1. (5) The reactants are [O:1]=[C:2]1[NH:6][C:5]2[CH:7]=[CH:8][C:9]([C:11]([OH:13])=O)=[CH:10][C:4]=2[S:3]1.[CH2:14]1[C@H:23]2[C@H:18]([CH2:19][CH2:20][C:21]3[CH:27]=[CH:26][CH:25]=[CH:24][C:22]=32)[NH:17][CH2:16][CH2:15]1.F[P-](F)(F)(F)(F)F.N1(OC(N(C)C)=[N+](C)C)C2N=CC=CC=2N=N1. No catalyst specified. The product is [CH2:14]1[C@H:23]2[C@H:18]([CH2:19][CH2:20][C:21]3[CH:27]=[CH:26][CH:25]=[CH:24][C:22]=32)[N:17]([C:11]([C:9]2[CH:8]=[CH:7][C:5]3[NH:6][C:2](=[O:1])[S:3][C:4]=3[CH:10]=2)=[O:13])[CH2:16][CH2:15]1. The yield is 0.560. (6) The reactants are [F:1][C:2]1[CH:7]=[CH:6][C:5]([C:8]2[C:12]([CH2:13][OH:14])=[C:11]([CH3:15])[O:10][N:9]=2)=[CH:4][CH:3]=1.[H-].[Na+].Cl[C:19]1[CH:24]=[CH:23][C:22]([Br:25])=[CH:21][N:20]=1. The catalyst is C1COCC1.CO.O. The product is [Br:25][C:22]1[CH:23]=[CH:24][C:19]([O:14][CH2:13][C:12]2[C:8]([C:5]3[CH:4]=[CH:3][C:2]([F:1])=[CH:7][CH:6]=3)=[N:9][O:10][C:11]=2[CH3:15])=[N:20][CH:21]=1. The yield is 0.150.